Task: Predict the reaction yield, written as a fraction of the theoretical maximum amount of product (1.0 means a 100% yield; for example, 0.34 means a 34% yield).. Dataset: Reaction yield outcomes from USPTO patents with 853,638 reactions (1) The reactants are [CH2:1]([O:4][CH2:5][CH2:6]O)[CH:2]=[CH2:3].[CH3:8][C:9]1([CH3:19])[O:14][CH2:13][C:12]([CH3:18])([C:15]([OH:17])=[O:16])[CH2:11][O:10]1.C1(C)C=CC(S([O-])(=O)=O)=CC=1.CN(C)C1C=C[NH+]=CC=1.CN(C1C=CC=CN=1)C.C1(N=C=NC2CCCCC2)CCCCC1. The catalyst is C1COCC1.CCCCCC.C(OCC)(=O)C. The product is [CH3:8][C:9]1([CH3:19])[O:14][CH2:13][C:12]([CH3:18])([C:15]([O:17][CH2:6][CH2:5][O:4][CH2:1][CH:2]=[CH2:3])=[O:16])[CH2:11][O:10]1. The yield is 0.810. (2) The reactants are BrCCBr.C[Si](Cl)(C)C.[CH3:10][O:11][C:12](=[O:21])/[C:13](/I)=[CH:14]\[CH:15]1[CH2:19][CH2:18][CH2:17][CH2:16]1.C1(P(C2C=CC=CC=2)C2C=CC=CC=2)C=CC=CC=1.[F:41][C:42]1[CH:47]=[C:46](I)[CH:45]=[CH:44][C:43]=1[N:49]1[C:53]([CH3:54])=[N:52][N:51]=[N:50]1.[Cl-].[NH4+]. The catalyst is O1CCCC1.[Zn].C1C=CC(/C=C/C(/C=C/C2C=CC=CC=2)=O)=CC=1.C1C=CC(/C=C/C(/C=C/C2C=CC=CC=2)=O)=CC=1.[Pd]. The product is [CH3:10][O:11][C:12](=[O:21])/[C:13](/[C:46]1[CH:45]=[CH:44][C:43]([N:49]2[C:53]([CH3:54])=[N:52][N:51]=[N:50]2)=[C:42]([F:41])[CH:47]=1)=[CH:14]/[CH:15]1[CH2:19][CH2:18][CH2:17][CH2:16]1. The yield is 0.680. (3) The reactants are Cl.[CH2:2]([O:9][C@H:10]([CH3:25])[C@@H:11]([CH3:24])[O:12][C:13]1[C:18]([C:19]([F:22])([F:21])[F:20])=[CH:17][N:16]=[C:15](Cl)[N:14]=1)[C:3]1[CH:8]=[CH:7][CH:6]=[CH:5][CH:4]=1.[NH2:26][C:27]1[CH:32]=[CH:31][C:30]([S:33]([CH:42]2[CH2:44][CH2:43]2)(=[N:35][C:36](=[O:41])[C:37]([F:40])([F:39])[F:38])=[O:34])=[CH:29][CH:28]=1. The catalyst is O1CCOCC1.C(#N)C.C(OCC)(=O)C. The product is [CH2:2]([O:9][C@H:10]([CH3:25])[C@H:11]([O:12][C:13]1[C:18]([C:19]([F:22])([F:21])[F:20])=[CH:17][N:16]=[C:15]([NH:26][C:27]2[CH:28]=[CH:29][C:30]([S:33]([CH:42]3[CH2:44][CH2:43]3)(=[N:35][C:36](=[O:41])[C:37]([F:40])([F:38])[F:39])=[O:34])=[CH:31][CH:32]=2)[N:14]=1)[CH3:24])[C:3]1[CH:8]=[CH:7][CH:6]=[CH:5][CH:4]=1. The yield is 0.560. (4) The reactants are C([N:8]1[CH2:13][CH2:12][CH2:11][C@H:10]([N:14]([CH3:26])[C:15]2[C:16]3[CH2:24][CH2:23][C:22](=[O:25])[NH:21][C:17]=3[N:18]=[CH:19][N:20]=2)[CH2:9]1)C1C=CC=CC=1.C([O-])=O.[NH4+]. The catalyst is CO.[Pd]. The product is [CH3:26][N:14]([C@H:10]1[CH2:11][CH2:12][CH2:13][NH:8][CH2:9]1)[C:15]1[C:16]2[CH2:24][CH2:23][C:22](=[O:25])[NH:21][C:17]=2[N:18]=[CH:19][N:20]=1. The yield is 0.960. (5) The reactants are [CH3:1][C:2]1[C:3]([NH:22][C@H:23]2[CH2:28][CH2:27][CH2:26][N:25](C(OC(C)(C)C)=O)[CH2:24]2)=[N:4][C:5]2[C:10]([N:11]=1)=[CH:9][CH:8]=[CH:7][C:6]=2[C:12]1[NH:20][C:19]2[CH2:18][CH2:17][NH:16][C:15](=[O:21])[C:14]=2[CH:13]=1.C(O)(C(F)(F)F)=O. The catalyst is C(Cl)Cl. The product is [CH3:1][C:2]1[C:3]([NH:22][C@H:23]2[CH2:28][CH2:27][CH2:26][NH:25][CH2:24]2)=[N:4][C:5]2[C:10](=[CH:9][CH:8]=[CH:7][C:6]=2[C:12]2[NH:20][C:19]3[CH2:18][CH2:17][NH:16][C:15](=[O:21])[C:14]=3[CH:13]=2)[N:11]=1. The yield is 0.440. (6) The reactants are [Br:1][C:2]1[CH:3]=[C:4]2[C:8](=[CH:9][C:10]=1[N+:11]([O-:13])=[O:12])[NH:7][CH2:6][CH2:5]2.C(C1C(=O)C(Cl)=C(Cl)C(=O)C=1C#N)#N. The catalyst is O1CCOCC1. The product is [Br:1][C:2]1[CH:3]=[C:4]2[C:8](=[CH:9][C:10]=1[N+:11]([O-:13])=[O:12])[NH:7][CH:6]=[CH:5]2. The yield is 0.380. (7) The reactants are [CH3:1][C:2]1([CH3:33])[S:7][CH2:6][CH2:5][N:4]([S:8]([C:11]2[CH:16]=[CH:15][C:14]([O:17][CH2:18][C:19]#[C:20][CH2:21][CH2:22][O:23][CH:24]3[CH2:29][CH2:28][CH2:27][CH2:26][O:25]3)=[CH:13][CH:12]=2)(=[O:10])=[O:9])[CH:3]1[C:30](O)=[O:31].[OH:34][N:35]1C2C=CC=CC=2N=N1.Cl.CN(C)CCCN=C=NCC.NO. The catalyst is CN(C=O)C.C(OCC)(=O)C. The product is [OH:34][NH:35][C:30]([CH:3]1[C:2]([CH3:33])([CH3:1])[S:7][CH2:6][CH2:5][N:4]1[S:8]([C:11]1[CH:16]=[CH:15][C:14]([O:17][CH2:18][C:19]#[C:20][CH2:21][CH2:22][O:23][CH:24]2[CH2:29][CH2:28][CH2:27][CH2:26][O:25]2)=[CH:13][CH:12]=1)(=[O:10])=[O:9])=[O:31]. The yield is 0.0800.